Dataset: Peptide-MHC class II binding affinity with 134,281 pairs from IEDB. Task: Regression. Given a peptide amino acid sequence and an MHC pseudo amino acid sequence, predict their binding affinity value. This is MHC class II binding data. (1) The peptide sequence is VSIISILKGVINIWG. The MHC is DRB1_1302 with pseudo-sequence DRB1_1302. The binding affinity (normalized) is 0.130. (2) The peptide sequence is SDKFLANVSTVLTGK. The binding affinity (normalized) is 0.574. The MHC is DRB1_1101 with pseudo-sequence DRB1_1101. (3) The peptide sequence is RVYCDPCRAGFETNV. The MHC is HLA-DQA10101-DQB10501 with pseudo-sequence HLA-DQA10101-DQB10501. The binding affinity (normalized) is 0.342. (4) The peptide sequence is INAGFKAALAAAAGVPPADKY. The MHC is DRB1_0404 with pseudo-sequence DRB1_0404. The binding affinity (normalized) is 0.536. (5) The peptide sequence is DGLVRDANNYEQQEQ. The MHC is DRB3_0202 with pseudo-sequence DRB3_0202. The binding affinity (normalized) is 0.0710. (6) The peptide sequence is PLTHTIGTSVEESEM. The MHC is DRB5_0101 with pseudo-sequence DRB5_0101. The binding affinity (normalized) is 0. (7) The peptide sequence is QRTVAVYSLKIAGWHGPKAPYTSTLLPPEL. The MHC is DRB1_1501 with pseudo-sequence DRB1_1501. The binding affinity (normalized) is 0.936. (8) The peptide sequence is VNSIIEKMNTQFTAVGKEF. The MHC is DRB1_1501 with pseudo-sequence DRB1_1501. The binding affinity (normalized) is 0.433. (9) The peptide sequence is ILRQLLTGGVKKGRPSLKLQ. The MHC is DRB3_0101 with pseudo-sequence DRB3_0101. The binding affinity (normalized) is 0.146. (10) The peptide sequence is SGLFQFFVFLALAGR. The MHC is DRB1_1501 with pseudo-sequence DRB1_1501. The binding affinity (normalized) is 0.382.